From a dataset of Catalyst prediction with 721,799 reactions and 888 catalyst types from USPTO. Predict which catalyst facilitates the given reaction. (1) Reactant: C(NC(C)C)(C)C.C([Li])CCC.[N:13]1[CH:18]=[CH:17][C:16]([C:19](=[O:21])[CH3:20])=[CH:15][CH:14]=1.[C:22]([O:26][C:27]([N:29]1[CH2:34][CH2:33][CH:32]([CH2:35][CH:36]=[O:37])[CH2:31][CH2:30]1)=[O:28])([CH3:25])([CH3:24])[CH3:23]. Product: [C:22]([O:26][C:27]([N:29]1[CH2:34][CH2:33][CH:32]([CH2:35][CH:36]([OH:37])[CH2:20][C:19](=[O:21])[C:16]2[CH:17]=[CH:18][N:13]=[CH:14][CH:15]=2)[CH2:31][CH2:30]1)=[O:28])([CH3:25])([CH3:24])[CH3:23]. The catalyst class is: 134. (2) Reactant: C([O-])([O-])=O.[K+].[K+].[CH3:7][C:8]1[CH:14]=[CH:13][CH:12]=[CH:11][C:9]=1[NH2:10].Br[CH2:16][C:17]1[CH:26]=[CH:25][C:24]2[C:19](=[CH:20][CH:21]=[CH:22][CH:23]=2)[C:18]=1[B:27]1[O:31][C:30]([CH3:33])([CH3:32])[C:29]([CH3:35])([CH3:34])[O:28]1.O. Product: [CH3:7][C:8]1[CH:14]=[CH:13][CH:12]=[CH:11][C:9]=1[NH:10][CH2:16][C:17]1[CH:26]=[CH:25][C:24]2[C:19](=[CH:20][CH:21]=[CH:22][CH:23]=2)[C:18]=1[B:27]1[O:31][C:30]([CH3:33])([CH3:32])[C:29]([CH3:35])([CH3:34])[O:28]1. The catalyst class is: 3. (3) Reactant: C[O:2][C:3]([C:5]1[CH:14]=[CH:13][C:12]2[C:7](=[CH:8][CH:9]=[C:10]([C:15]#[N:16])[CH:11]=2)[CH:6]=1)=O.[Li+].[OH-].S(Cl)([Cl:21])=O. Product: [C:15]([C:10]1[CH:11]=[C:12]2[C:7](=[CH:8][CH:9]=1)[CH:6]=[C:5]([C:3]([Cl:21])=[O:2])[CH:14]=[CH:13]2)#[N:16]. The catalyst class is: 1. (4) Reactant: [CH3:1][CH:2]1[NH:7][CH2:6][CH:5]([C:8]([O:10][CH3:11])=[O:9])[CH2:4][CH2:3]1.[C:12](O[C:12]([O:14][C:15]([CH3:18])([CH3:17])[CH3:16])=[O:13])([O:14][C:15]([CH3:18])([CH3:17])[CH3:16])=[O:13].C(N(CC)CC)C. Product: [CH3:1][CH:2]1[N:7]([C:12]([O:14][C:15]([CH3:18])([CH3:17])[CH3:16])=[O:13])[CH2:6][CH:5]([C:8]([O:10][CH3:11])=[O:9])[CH2:4][CH2:3]1. The catalyst class is: 4. (5) Reactant: [NH:1]1[CH2:6][CH2:5][C:4](=[O:7])[CH2:3][CH2:2]1.C(=O)([O-])[O-].[K+].[K+].[F:14][C:15]1[CH:16]=[C:17]([N+:22]([O-:24])=[O:23])[CH:18]=[CH:19][C:20]=1F. Product: [F:14][C:15]1[CH:16]=[C:17]([N+:22]([O-:24])=[O:23])[CH:18]=[CH:19][C:20]=1[N:1]1[CH2:6][CH2:5][C:4](=[O:7])[CH2:3][CH2:2]1. The catalyst class is: 3. (6) Reactant: [Br:1][C:2]1[C:3](Cl)=[N:4][CH:5]=[CH:6][C:7]=1[CH3:8].[CH2:10]([OH:17])[C:11]1[CH:16]=[CH:15][CH:14]=[CH:13][CH:12]=1.CC(C)([O-])C.[K+]. Product: [CH2:10]([O:17][C:3]1[C:2]([Br:1])=[C:7]([CH3:8])[CH:6]=[CH:5][N:4]=1)[C:11]1[CH:16]=[CH:15][CH:14]=[CH:13][CH:12]=1. The catalyst class is: 296.